The task is: Predict the reactants needed to synthesize the given product.. This data is from Full USPTO retrosynthesis dataset with 1.9M reactions from patents (1976-2016). Given the product [F:23][C:22]([F:25])([F:24])[C:20]([OH:26])=[O:21].[NH:8]1[CH2:11][CH:10]([O:12][C:13]2[CH:18]=[CH:17][C:16]([Br:19])=[N:15][CH:14]=2)[CH2:9]1, predict the reactants needed to synthesize it. The reactants are: C(OC([N:8]1[CH2:11][CH:10]([O:12][C:13]2[CH:14]=[N:15][C:16]([Br:19])=[CH:17][CH:18]=2)[CH2:9]1)=O)(C)(C)C.[C:20]([OH:26])([C:22]([F:25])([F:24])[F:23])=[O:21].